From a dataset of Full USPTO retrosynthesis dataset with 1.9M reactions from patents (1976-2016). Predict the reactants needed to synthesize the given product. (1) Given the product [N:1]([C@H:14]([C@H:15]1[O:16][C:17](=[O:23])[C@H:18]([CH2:20][CH2:21][CH3:22])[CH2:19]1)[CH2:13][O:12][CH2:5][C:6]1[CH:11]=[CH:10][CH:9]=[CH:8][CH:7]=1)=[N+:2]=[N-:3], predict the reactants needed to synthesize it. The reactants are: [N-:1]=[N+:2]=[N-:3].[Na+].[CH2:5]([O:12][CH2:13][C@@H:14](OS(C)(=O)=O)[C@@H:15]1[CH2:19][C@@H:18]([CH2:20][CH2:21][CH3:22])[C:17](=[O:23])[O:16]1)[C:6]1[CH:11]=[CH:10][CH:9]=[CH:8][CH:7]=1. (2) Given the product [CH2:5]1[C:6]2[C:1](=[CH:7][C:8]3[C:13]([C:14]=2[C:15](=[O:17])[CH3:16])=[CH:12][CH:11]=[CH:10][CH:9]=3)[CH2:2][CH2:3][CH2:4]1, predict the reactants needed to synthesize it. The reactants are: [C:1]1(/[CH:7]=[CH:8]/[CH2:9][CH2:10][CH2:11][CH2:12][C:13]#[C:14][C:15](=[O:17])[CH3:16])[CH:6]=[CH:5][CH:4]=[CH:3][CH:2]=1. (3) Given the product [NH2:1][C:4]1[CH:5]=[CH:6][C:7]([C:10]2[CH:11]=[N:12][CH:13]=[CH:14][CH:15]=2)=[CH:8][CH:9]=1, predict the reactants needed to synthesize it. The reactants are: [N+:1]([C:4]1[CH:9]=[CH:8][C:7]([C:10]2[CH:11]=[N:12][CH:13]=[CH:14][CH:15]=2)=[CH:6][CH:5]=1)([O-])=O. (4) Given the product [F:15][C:16]1[CH:21]=[CH:20][C:19]([N+:22]([O-:24])=[O:23])=[CH:18][C:17]=1[O:25][CH2:7][CH2:6][O:5][CH3:3], predict the reactants needed to synthesize it. The reactants are: N([C:3]([O:5][CH:6](C)[CH3:7])=O)=N[C:3]([O:5][CH:6](C)[CH3:7])=O.[F:15][C:16]1[CH:21]=[CH:20][C:19]([N+:22]([O-:24])=[O:23])=[CH:18][C:17]=1[OH:25].C1(P(C2C=CC=CC=2)C2C=CC=CC=2)C=CC=CC=1.COCCO. (5) Given the product [ClH:9].[NH2:10][C@H:11]([CH2:14][OH:15])[C:12]([O:5][CH2:4][CH:1]1[CH2:3][CH2:2]1)=[O:13], predict the reactants needed to synthesize it. The reactants are: [CH:1]1([CH2:4][OH:5])[CH2:3][CH2:2]1.C([Cl:9])(=O)C.[NH2:10][C@@H:11]([C:14](O)=[O:15])[CH2:12][OH:13]. (6) Given the product [F:1][C:2]1[CH:10]=[C:9]([I:11])[CH:8]=[CH:7][C:3]=1[C:4]([O:6][CH2:12][CH3:13])=[O:5], predict the reactants needed to synthesize it. The reactants are: [F:1][C:2]1[CH:10]=[C:9]([I:11])[CH:8]=[CH:7][C:3]=1[C:4]([OH:6])=[O:5].[CH2:12](O)[CH3:13].S(=O)(=O)(O)O. (7) Given the product [CH2:24]([O:23][C:12]1[N:13]=[C:14]([NH:16][CH2:17][C:18]2[O:19][CH:20]=[CH:21][CH:22]=2)[N:15]=[C:10]([NH:9][C:6]2[CH:7]=[CH:8][C:3]3[N:2]([CH3:26])[CH:1]=[N:27][C:4]=3[CH:5]=2)[N:11]=1)[CH3:25], predict the reactants needed to synthesize it. The reactants are: [CH3:1][N:2]([CH3:26])[C:3]1[CH:8]=[CH:7][C:6]([NH:9][C:10]2[N:15]=[C:14]([NH:16][CH2:17][C:18]3[O:19][CH:20]=[CH:21][CH:22]=3)[N:13]=[C:12]([O:23][CH2:24][CH3:25])[N:11]=2)=[CH:5][CH:4]=1.[NH2:27]C1C=CC=CC=1.[OH-].[K+].CC(C)=O.